This data is from Forward reaction prediction with 1.9M reactions from USPTO patents (1976-2016). The task is: Predict the product of the given reaction. (1) Given the reactants [Cl:1][C:2]1[CH:15]=[CH:14][C:5]([CH2:6][CH:7](C(O)=O)[C:8]([OH:10])=[O:9])=[C:4]([I:16])[CH:3]=1.[CH3:17][Si](Cl)(C)C, predict the reaction product. The product is: [Cl:1][C:2]1[CH:15]=[CH:14][C:5]([CH2:6][CH2:7][C:8]([O:10][CH3:17])=[O:9])=[C:4]([I:16])[CH:3]=1. (2) Given the reactants [CH2:1]([O:3][C:4]([CH:6]1[CH2:11][CH2:10][N:9]([C:12]2[CH:17]=[CH:16][C:15]([C:18](=[O:28])[NH:19][C:20]3[CH:25]=[CH:24][C:23]([CH3:26])=[C:22](I)[CH:21]=3)=[CH:14][N:13]=2)[CH2:8][CH2:7]1)=[O:5])[CH3:2].[CH3:29][O:30][C:31]1[CH:36]=[CH:35][C:34](B(O)O)=[CH:33][CH:32]=1.C(OC(C1CCN(C2C=CC(C(=O)NC3C=CC(C4C=CC=CC=4)=C(C)C=3)=CN=2)CC1)=O)C, predict the reaction product. The product is: [CH2:1]([O:3][C:4]([CH:6]1[CH2:11][CH2:10][N:9]([C:12]2[CH:17]=[CH:16][C:15]([C:18](=[O:28])[NH:19][C:20]3[CH:21]=[C:22]([C:34]4[CH:35]=[CH:36][C:31]([O:30][CH3:29])=[CH:32][CH:33]=4)[C:23]([CH3:26])=[CH:24][CH:25]=3)=[CH:14][N:13]=2)[CH2:8][CH2:7]1)=[O:5])[CH3:2]. (3) Given the reactants [CH2:1]([O:8][C:9]([N:11]1[CH2:18][CH:17]([F:19])[CH2:16][C@H:12]1[C:13]([OH:15])=O)=[O:10])[C:2]1[CH:7]=[CH:6][CH:5]=[CH:4][CH:3]=1.[CH2:20]([NH2:22])[CH3:21], predict the reaction product. The product is: [CH2:20]([NH:22][C:13]([C@@H:12]1[CH2:16][CH:17]([F:19])[CH2:18][N:11]1[C:9]([O:8][CH2:1][C:2]1[CH:3]=[CH:4][CH:5]=[CH:6][CH:7]=1)=[O:10])=[O:15])[CH3:21]. (4) Given the reactants [CH:1]12[N:8]([C:9]([C:11]3[N:15]4[CH:16]=[C:17]([C:21]([F:24])([F:23])[F:22])[CH:18]=[C:19](Br)[C:14]4=[N:13][CH:12]=3)=[O:10])[CH:5]([CH2:6][CH2:7]1)[CH2:4][O:3][CH2:2]2.[NH:25]1[CH:29]=[N:28][CH:27]=[N:26]1.N1C2C(=CC=CC=2O)C=CC=1.C(=O)([O-])[O-].[K+].[K+].Cl, predict the reaction product. The product is: [CH:1]12[N:8]([C:9]([C:11]3[N:15]4[CH:16]=[C:17]([C:21]([F:24])([F:23])[F:22])[CH:18]=[C:19]([N:25]5[CH:29]=[N:28][CH:27]=[N:26]5)[C:14]4=[N:13][CH:12]=3)=[O:10])[CH:5]([CH2:6][CH2:7]1)[CH2:4][O:3][CH2:2]2.